This data is from Full USPTO retrosynthesis dataset with 1.9M reactions from patents (1976-2016). The task is: Predict the reactants needed to synthesize the given product. (1) Given the product [C:25]([C:17]1[CH:16]=[C:15]2[C:20]([C:21]([C:22]([NH2:24])=[O:23])=[C:13]([NH:12][C:10]([NH2:9])=[O:11])[NH:14]2)=[CH:19][CH:18]=1)(=[O:5])[CH3:26], predict the reactants needed to synthesize it. The reactants are: O.FC(F)(F)C(O)=[O:5].[NH2:9][C:10]([NH:12][C:13]1[NH:14][C:15]2[C:20]([C:21]=1[C:22]([NH2:24])=[O:23])=[CH:19][CH:18]=[C:17]([C:25]#[CH:26])[CH:16]=2)=[O:11].[OH-].[Na+]. (2) Given the product [CH3:12][CH2:11][CH:10]([NH:13][C:14]([C:16]1[C:36]2[C:31](=[CH:32][CH:33]=[CH:34][CH:35]=2)[C:18]2([CH2:19][CH2:20][NH:21][CH2:22][CH2:23]2)[CH:17]=1)=[O:15])[CH2:9][CH3:8], predict the reactants needed to synthesize it. The reactants are: FC(F)(F)C(O)=O.[CH3:8][CH2:9][CH:10]([NH:13][C:14]([C:16]1[C:36]2[C:31](=[CH:32][CH:33]=[CH:34][CH:35]=2)[C:18]2([CH2:23][CH2:22][N:21](C(OC(C)(C)C)=O)[CH2:20][CH2:19]2)[CH:17]=1)=[O:15])[CH2:11][CH3:12].